This data is from Full USPTO retrosynthesis dataset with 1.9M reactions from patents (1976-2016). The task is: Predict the reactants needed to synthesize the given product. (1) Given the product [NH2:1][CH2:4][C:5]1[CH:6]=[CH:7][C:8]([C:11]([CH3:17])([CH3:16])[C:12]([O:14][CH3:15])=[O:13])=[CH:9][CH:10]=1, predict the reactants needed to synthesize it. The reactants are: [N:1]([CH2:4][C:5]1[CH:10]=[CH:9][C:8]([C:11]([CH3:17])([CH3:16])[C:12]([O:14][CH3:15])=[O:13])=[CH:7][CH:6]=1)=[N+]=[N-].C1(P(C2C=CC=CC=2)C2C=CC=CC=2)C=CC=CC=1.O1CCCC1. (2) Given the product [CH2:23]([O:22][C@@H:5]([CH2:6][C:7]1[CH:8]=[CH:9][C:10]([O:13][CH2:14][C:15]2[S:16][C:17]([C:31]3[CH:32]=[CH:33][C:28]([CH2:26][CH3:27])=[CH:29][CH:30]=3)=[CH:18][C:19]=2[CH3:20])=[CH:11][CH:12]=1)[C:4]([OH:3])=[O:25])[CH3:24], predict the reactants needed to synthesize it. The reactants are: C([O:3][C:4](=[O:25])[C@@H:5]([O:22][CH2:23][CH3:24])[CH2:6][C:7]1[CH:12]=[CH:11][C:10]([O:13][CH2:14][C:15]2[S:16][C:17](Br)=[CH:18][C:19]=2[CH3:20])=[CH:9][CH:8]=1)C.[CH2:26]([C:28]1[CH:33]=[CH:32][C:31](B(O)O)=[CH:30][CH:29]=1)[CH3:27]. (3) Given the product [CH3:1][N:2]([CH3:6])[C:3]([NH:7][C:8]1[CH:9]=[CH:10][C:11]([CH:14]2[O:19][CH2:18][CH2:17][N:16]([C:20]3[N:25]([CH3:26])[C:24](=[O:27])[CH:23]=[C:22]([C:28]4[CH:29]=[CH:30][N:31]=[CH:32][CH:33]=4)[N:21]=3)[CH2:15]2)=[CH:12][CH:13]=1)=[O:4], predict the reactants needed to synthesize it. The reactants are: [CH3:1][N:2]([CH3:6])[C:3](Cl)=[O:4].[NH2:7][C:8]1[CH:13]=[CH:12][C:11]([C@@H:14]2[O:19][CH2:18][CH2:17][N:16]([C:20]3[N:25]([CH3:26])[C:24](=[O:27])[CH:23]=[C:22]([C:28]4[CH:33]=[CH:32][N:31]=[CH:30][CH:29]=4)[N:21]=3)[CH2:15]2)=[CH:10][CH:9]=1.C(N(CC)CC)C.